From a dataset of Blood-brain barrier permeability regression values from the B3DB database. Regression/Classification. Given a drug SMILES string, predict its absorption, distribution, metabolism, or excretion properties. Task type varies by dataset: regression for continuous measurements (e.g., permeability, clearance, half-life) or binary classification for categorical outcomes (e.g., BBB penetration, CYP inhibition). For this dataset (b3db_regression), we predict Y. (1) The drug is CS(=O)(=O)N(CCO)C1=C2C(=CC(=C1Cl)Cl)NC(=O)C(=O)N2. The Y is -2.15 log(BB ratio). (2) The drug is CC1=CC=C(C=C1)C. The Y is 0.400 log(BB ratio). (3) The molecule is CN1C(=NN=N1)SCC2=C(N3C(C(C3=O)(NC(=O)C4SC(=C(C(=O)N)C(=O)O)S4)OC)SC2)C(=O)O. The Y is -1.89 log(BB ratio).